Task: Regression. Given two drug SMILES strings and cell line genomic features, predict the synergy score measuring deviation from expected non-interaction effect.. Dataset: NCI-60 drug combinations with 297,098 pairs across 59 cell lines (1) Drug 1: CC1=CC=C(C=C1)C2=CC(=NN2C3=CC=C(C=C3)S(=O)(=O)N)C(F)(F)F. Drug 2: C1CCC(C(C1)N)N.C(=O)(C(=O)[O-])[O-].[Pt+4]. Cell line: RXF 393. Synergy scores: CSS=4.66, Synergy_ZIP=-2.21, Synergy_Bliss=-1.65, Synergy_Loewe=-4.76, Synergy_HSA=-2.60. (2) Drug 1: CN1C(=O)N2C=NC(=C2N=N1)C(=O)N. Drug 2: C1CNP(=O)(OC1)N(CCCl)CCCl. Cell line: HCT116. Synergy scores: CSS=-1.61, Synergy_ZIP=-0.823, Synergy_Bliss=0.00507, Synergy_Loewe=-6.48, Synergy_HSA=-5.94. (3) Drug 1: CC1=C(C=C(C=C1)NC2=NC=CC(=N2)N(C)C3=CC4=NN(C(=C4C=C3)C)C)S(=O)(=O)N.Cl. Drug 2: CNC(=O)C1=NC=CC(=C1)OC2=CC=C(C=C2)NC(=O)NC3=CC(=C(C=C3)Cl)C(F)(F)F. Cell line: SK-OV-3. Synergy scores: CSS=22.4, Synergy_ZIP=-0.779, Synergy_Bliss=-0.0654, Synergy_Loewe=-12.3, Synergy_HSA=-1.67. (4) Drug 1: C1=NC2=C(N1)C(=S)N=C(N2)N. Drug 2: C(CCl)NC(=O)N(CCCl)N=O. Cell line: UACC62. Synergy scores: CSS=27.7, Synergy_ZIP=-3.36, Synergy_Bliss=-0.620, Synergy_Loewe=-14.2, Synergy_HSA=-0.734. (5) Drug 1: CC1C(C(CC(O1)OC2CC(CC3=C2C(=C4C(=C3O)C(=O)C5=C(C4=O)C(=CC=C5)OC)O)(C(=O)CO)O)N)O.Cl. Drug 2: C(CC(=O)O)C(=O)CN.Cl. Cell line: IGROV1. Synergy scores: CSS=4.25, Synergy_ZIP=-2.16, Synergy_Bliss=-0.422, Synergy_Loewe=0.917, Synergy_HSA=0.247. (6) Drug 1: CN1CCC(CC1)COC2=C(C=C3C(=C2)N=CN=C3NC4=C(C=C(C=C4)Br)F)OC. Drug 2: C1=CC(=CC=C1C#N)C(C2=CC=C(C=C2)C#N)N3C=NC=N3. Cell line: TK-10. Synergy scores: CSS=23.4, Synergy_ZIP=-5.15, Synergy_Bliss=4.45, Synergy_Loewe=-3.82, Synergy_HSA=4.25. (7) Drug 1: CCC1=CC2CC(C3=C(CN(C2)C1)C4=CC=CC=C4N3)(C5=C(C=C6C(=C5)C78CCN9C7C(C=CC9)(C(C(C8N6C)(C(=O)OC)O)OC(=O)C)CC)OC)C(=O)OC.C(C(C(=O)O)O)(C(=O)O)O. Drug 2: C1CCC(C(C1)N)N.C(=O)(C(=O)[O-])[O-].[Pt+4]. Cell line: LOX IMVI. Synergy scores: CSS=30.4, Synergy_ZIP=-9.71, Synergy_Bliss=-8.99, Synergy_Loewe=-11.5, Synergy_HSA=-6.31. (8) Drug 1: CS(=O)(=O)C1=CC(=C(C=C1)C(=O)NC2=CC(=C(C=C2)Cl)C3=CC=CC=N3)Cl. Drug 2: COC1=C(C=C2C(=C1)N=CN=C2NC3=CC(=C(C=C3)F)Cl)OCCCN4CCOCC4. Cell line: EKVX. Synergy scores: CSS=35.7, Synergy_ZIP=-4.47, Synergy_Bliss=-0.0183, Synergy_Loewe=0.726, Synergy_HSA=3.19. (9) Drug 1: CNC(=O)C1=CC=CC=C1SC2=CC3=C(C=C2)C(=NN3)C=CC4=CC=CC=N4. Drug 2: COC1=CC(=CC(=C1O)OC)C2C3C(COC3=O)C(C4=CC5=C(C=C24)OCO5)OC6C(C(C7C(O6)COC(O7)C8=CC=CS8)O)O. Cell line: HCT-15. Synergy scores: CSS=51.7, Synergy_ZIP=-1.73, Synergy_Bliss=-0.277, Synergy_Loewe=-13.1, Synergy_HSA=-0.641. (10) Drug 1: CC1=C(C=C(C=C1)NC2=NC=CC(=N2)N(C)C3=CC4=NN(C(=C4C=C3)C)C)S(=O)(=O)N.Cl. Drug 2: CC1C(C(=O)NC(C(=O)N2CCCC2C(=O)N(CC(=O)N(C(C(=O)O1)C(C)C)C)C)C(C)C)NC(=O)C3=C4C(=C(C=C3)C)OC5=C(C(=O)C(=C(C5=N4)C(=O)NC6C(OC(=O)C(N(C(=O)CN(C(=O)C7CCCN7C(=O)C(NC6=O)C(C)C)C)C)C(C)C)C)N)C. Cell line: SN12C. Synergy scores: CSS=10.8, Synergy_ZIP=6.95, Synergy_Bliss=13.0, Synergy_Loewe=14.2, Synergy_HSA=13.5.